This data is from Catalyst prediction with 721,799 reactions and 888 catalyst types from USPTO. The task is: Predict which catalyst facilitates the given reaction. (1) Reactant: [CH:1]([C:4]1[CH:10]=[CH:9][CH:8]=[C:7]([CH:11]([CH3:13])[CH3:12])[C:5]=1[NH2:6])([CH3:3])[CH3:2].F[C:15]1[CH:20]=[CH:19][CH:18]=[CH:17][C:16]=1[N+:21]([O-:23])=[O:22].[F-].[K+]. Product: [CH:11]([C:7]1[CH:8]=[CH:9][CH:10]=[C:4]([CH:1]([CH3:3])[CH3:2])[C:5]=1[NH:6][C:15]1[CH:20]=[CH:19][CH:18]=[CH:17][C:16]=1[N+:21]([O-:23])=[O:22])([CH3:13])[CH3:12]. The catalyst class is: 6. (2) Reactant: [NH2:1][C:2]([C:4]1[CH:5]=[C:6]([CH2:10][CH2:11][CH:12]2[CH2:17][CH2:16][N:15](C(OC(C)(C)C)=O)[CH2:14][CH2:13]2)[CH:7]=[CH:8][CH:9]=1)=[O:3].[ClH:25].CCOC(C)=O. Product: [ClH:25].[NH:15]1[CH2:16][CH2:17][CH:12]([CH2:11][CH2:10][C:6]2[CH:5]=[C:4]([CH:9]=[CH:8][CH:7]=2)[C:2]([NH2:1])=[O:3])[CH2:13][CH2:14]1. The catalyst class is: 25. (3) Reactant: [CH3:1][C:2]1[C:7]([N+:8]([O-:10])=[O:9])=[CH:6][CH:5]=[CH:4][C:3]=1[CH2:11][C:12]([OH:14])=O.[CH2:15]([NH2:18])[CH2:16][CH3:17].CN(C)CCCN=C=NCC.C(N(CC)CC)C. Product: [CH3:1][C:2]1[C:7]([N+:8]([O-:10])=[O:9])=[CH:6][CH:5]=[CH:4][C:3]=1[CH2:11][C:12]([NH:18][CH2:15][CH2:16][CH3:17])=[O:14]. The catalyst class is: 3.